This data is from Full USPTO retrosynthesis dataset with 1.9M reactions from patents (1976-2016). The task is: Predict the reactants needed to synthesize the given product. (1) Given the product [NH:1]1[C:5]2[CH:6]=[CH:7][CH:8]=[CH:9][C:4]=2[N:3]=[C:2]1[CH:10]1[CH2:15][CH2:14][N:13]([C:16]([C:18]2[CH:23]=[CH:22][C:21]([C:28]3[N:33]=[CH:32][CH:31]=[CH:30][N:29]=3)=[CH:20][CH:19]=2)=[O:17])[CH2:12][CH2:11]1, predict the reactants needed to synthesize it. The reactants are: [NH:1]1[C:5]2[CH:6]=[CH:7][CH:8]=[CH:9][C:4]=2[N:3]=[C:2]1[CH:10]1[CH2:15][CH2:14][N:13]([C:16]([C:18]2[CH:23]=[CH:22][C:21](B(O)O)=[CH:20][CH:19]=2)=[O:17])[CH2:12][CH2:11]1.Br[C:28]1[N:33]=[CH:32][CH:31]=[CH:30][N:29]=1.CC(C)([O-])C.[Na+]. (2) Given the product [C:1]([NH:5][C:6]([C:8]1[CH:13]=[CH:12][C:11]([S:14]([N:17]2[C:21](=[O:22])[NH:20][C:19]([C:26]3[CH:27]=[CH:28][C:29]([Cl:32])=[CH:30][CH:31]=3)=[N:18]2)(=[O:16])=[O:15])=[C:10]([O:33][CH3:34])[CH:9]=1)=[O:7])([CH3:4])([CH3:3])[CH3:2], predict the reactants needed to synthesize it. The reactants are: [C:1]([NH:5][C:6]([C:8]1[CH:13]=[CH:12][C:11]([S:14]([N:17]2[C:21](=[O:22])[N:20](CC=C)[C:19]([C:26]3[CH:31]=[CH:30][C:29]([Cl:32])=[CH:28][CH:27]=3)=[N:18]2)(=[O:16])=[O:15])=[C:10]([O:33][CH3:34])[CH:9]=1)=[O:7])([CH3:4])([CH3:3])[CH3:2].C(O)=O.C(N(CC)CC)C. (3) Given the product [Br:24][C:25]1[CH:30]=[CH:29][C:28]([NH:31][C:32]2[N:22]([CH3:23])[C:21]3[CH:20]=[CH:19][C:4]([O:5][C:6]4[CH:11]=[CH:10][N:9]=[C:8]([C:12]([O:14][C:15]([CH3:18])([CH3:17])[CH3:16])=[O:13])[CH:7]=4)=[CH:3][C:2]=3[N:1]=2)=[CH:27][CH:26]=1, predict the reactants needed to synthesize it. The reactants are: [NH2:1][C:2]1[CH:3]=[C:4]([CH:19]=[CH:20][C:21]=1[NH:22][CH3:23])[O:5][C:6]1[CH:11]=[CH:10][N:9]=[C:8]([C:12]([O:14][C:15]([CH3:18])([CH3:17])[CH3:16])=[O:13])[CH:7]=1.[Br:24][C:25]1[CH:30]=[CH:29][C:28]([N:31]=[C:32]=S)=[CH:27][CH:26]=1.Cl.C(N=C=NCCCN(C)C)C. (4) Given the product [F:32][C:29]1[CH:30]=[CH:31][C:26]([N:23]2[C:24]3[CH:25]=[C:17]4[CH2:16][CH2:15][CH2:14][C@@H:13]5[CH2:33][C@@:9]([OH:8])([C:40]([F:42])([F:41])[F:43])[CH2:10][CH2:11][C@@:12]5([CH2:34][NH:35][S:36]([CH3:39])(=[O:37])=[O:38])[C:18]4=[CH:19][C:20]=3[CH:21]=[N:22]2)=[CH:27][CH:28]=1, predict the reactants needed to synthesize it. The reactants are: C([O:8][C@@:9]1([C:40]([F:43])([F:42])[F:41])[CH2:33][C@H:13]2[CH2:14][CH2:15][CH2:16][C:17]3[C:18](=[CH:19][C:20]4[CH:21]=[N:22][N:23]([C:26]5[CH:31]=[CH:30][C:29]([F:32])=[CH:28][CH:27]=5)[C:24]=4[CH:25]=3)[C@:12]2([CH2:34][NH:35][S:36]([CH3:39])(=[O:38])=[O:37])[CH2:11][CH2:10]1)C1C=CC=CC=1.B(Br)(Br)Br. (5) Given the product [OH:7][C:6]1[CH:5]=[C:4]2[C:3](=[CH:2][CH:1]=1)[N:16]=[C:15]1[C:9](=[CH:10][C:11](=[O:12])[C:13]([CH2:4][CH2:5][CH2:6][OH:7])=[CH:14]1)[O:8]2, predict the reactants needed to synthesize it. The reactants are: [CH:1]1[C:6]([OH:7])=[CH:5][C:4]2[O:8][C:9]3[C:15](=[N+:16]([O-])[C:3]=2[CH:2]=1)[CH:14]=[CH:13][C:11](=[O:12])[CH:10]=3. (6) Given the product [OH:1][C@H:2]([C@H:4]1[NH:8][C:7](=[O:28])[CH2:6][CH2:5]1)[CH3:3], predict the reactants needed to synthesize it. The reactants are: [OH:1][C@H:2]([C@H:4]1[N:8](C2(C3C=CC=CC=3)C3C=CC=CC=3C3C2=CC=CC=3)[C:7](=[O:28])[CH2:6][CH2:5]1)[CH3:3].